From a dataset of Catalyst prediction with 721,799 reactions and 888 catalyst types from USPTO. Predict which catalyst facilitates the given reaction. (1) Reactant: [F:1][C:2]([F:20])([F:19])[C:3]1[CH:8]=[CH:7][C:6]([C@@H:9]2[C:18]3[N:17]=[CH:16][CH:15]=[CH:14][C:13]=3[CH2:12][CH2:11][NH:10]2)=[CH:5][CH:4]=1.[N:21]([C:24]1[CH:29]=[CH:28][C:27]([C:30]([F:33])([F:32])[F:31])=[CH:26][CH:25]=1)=[C:22]=[O:23]. Product: [F:31][C:30]([F:32])([F:33])[C:27]1[CH:26]=[CH:25][C:24]([NH:21][C:22]([N:10]2[C@H:9]([C:6]3[CH:7]=[CH:8][C:3]([C:2]([F:1])([F:19])[F:20])=[CH:4][CH:5]=3)[C:18]3[N:17]=[CH:16][CH:15]=[CH:14][C:13]=3[CH2:12][CH2:11]2)=[O:23])=[CH:29][CH:28]=1. The catalyst class is: 2. (2) Reactant: C([O:5][C:6]([CH:8]1[NH:12][CH:11]([CH2:13][C:14]([CH3:17])([CH3:16])[CH3:15])[C:10]2([C:25]3[C:20](=[C:21]([F:27])[C:22]([Cl:26])=[CH:23][CH:24]=3)[NH:19][C:18]2=[O:28])[CH:9]1[C:29]1[CH:34]=[CH:33][CH:32]=[C:31]([Cl:35])[C:30]=1[F:36])=[O:7])(C)(C)C.[F:37][C:38]([F:43])([F:42])[C:39]([OH:41])=[O:40]. Product: [F:37][C:38]([F:43])([F:42])[C:39]([OH:41])=[O:40].[Cl:26][C:22]1[C:21]([F:27])=[C:20]2[NH:19][C:18](=[O:28])[C:10]3([CH:9]([C:29]4[CH:34]=[CH:33][CH:32]=[C:31]([Cl:35])[C:30]=4[F:36])[CH:8]([C:6]([OH:7])=[O:5])[NH:12][CH:11]3[CH2:13][C:14]([CH3:16])([CH3:15])[CH3:17])[C:25]2=[CH:24][CH:23]=1. The catalyst class is: 4. (3) Reactant: I[CH:2]1[CH2:5][N:4]([C:6]([O:8][C:9]([CH3:12])([CH3:11])[CH3:10])=[O:7])[CH2:3]1.[SH:13][CH2:14][C:15]([O:17][CH2:18][CH3:19])=[O:16].C([O-])([O-])=O.[K+].[K+]. Product: [CH2:18]([O:17][C:15](=[O:16])[CH2:14][S:13][CH:2]1[CH2:5][N:4]([C:6]([O:8][C:9]([CH3:12])([CH3:11])[CH3:10])=[O:7])[CH2:3]1)[CH3:19]. The catalyst class is: 3. (4) Reactant: [C:1]([C:5]1[CH:10]=[CH:9][C:8]([C:11]2[CH:16]=[CH:15][C:14]([NH:17][CH:18]([C:23]3[CH:31]=[CH:30][C:26]([C:27](O)=[O:28])=[CH:25][CH:24]=3)[CH2:19][CH:20]([CH3:22])[CH3:21])=[CH:13][CH:12]=2)=[CH:7][CH:6]=1)([CH3:4])([CH3:3])[CH3:2].C(N(CC)CC)C.[CH3:39][O:40][C:41](=[O:45])[CH2:42][CH2:43][NH2:44].CCN=C=NCCCN(C)C. Product: [CH3:39][O:40][C:41](=[O:45])[CH2:42][CH2:43][NH:44][C:27](=[O:28])[C:26]1[CH:25]=[CH:24][C:23]([CH:18]([NH:17][C:14]2[CH:15]=[CH:16][C:11]([C:8]3[CH:7]=[CH:6][C:5]([C:1]([CH3:2])([CH3:4])[CH3:3])=[CH:10][CH:9]=3)=[CH:12][CH:13]=2)[CH2:19][CH:20]([CH3:22])[CH3:21])=[CH:31][CH:30]=1. The catalyst class is: 64. (5) The catalyst class is: 7. Product: [ClH:24].[CH3:25][N:4]([CH3:3])[C:5]1[NH:9][C:8]([C:10]2[CH:11]=[CH:12][C:13]([F:16])=[CH:14][CH:15]=2)=[N:7][C:6]=1[C:17]1[CH:22]=[CH:21][CH:20]=[CH:19][CH:18]=1. Reactant: C([CH2:3][NH:4][C:5]1[NH:9][C:8]([C:10]2[CH:15]=[CH:14][C:13]([F:16])=[CH:12][CH:11]=2)=[N:7][C:6]=1[C:17]1[CH:22]=[CH:21][CH:20]=[CH:19][CH:18]=1)=O.B.[ClH:24].[C:25](=O)([O-])O.[Na+]. (6) Reactant: [F:1][C:2]([F:14])([F:13])[O:3][C:4]1[CH:12]=[CH:11][C:7]([C:8]([OH:10])=[O:9])=[CH:6][CH:5]=1.[N+:15]([O-])([OH:17])=[O:16].O. Product: [N+:15]([C:5]1[CH:6]=[C:7]([CH:11]=[CH:12][C:4]=1[O:3][C:2]([F:13])([F:14])[F:1])[C:8]([OH:10])=[O:9])([O-:17])=[O:16]. The catalyst class is: 65.